This data is from Reaction yield outcomes from USPTO patents with 853,638 reactions. The task is: Predict the reaction yield, written as a fraction of the theoretical maximum amount of product (1.0 means a 100% yield; for example, 0.34 means a 34% yield). (1) The reactants are N[CH2:2][CH2:3][CH2:4][O:5][C:6]1[CH:31]=[C:30]([N:32]2[CH2:37][CH2:36][O:35][CH2:34][CH2:33]2)[CH:29]=[CH:28][C:7]=1[C:8]([NH:10][C:11]1[CH:26]=[CH:25][C:24]([F:27])=[CH:23][C:12]=1[C:13]([NH:15][C:16]1[CH:21]=[CH:20][C:19]([Cl:22])=[CH:18][N:17]=1)=[O:14])=[O:9].[CH2:38]=O.[C:40]([BH3-])#[N:41].[Na+].Cl. The catalyst is C(Cl)Cl.CC(O)=O.CO. The product is [Cl:22][C:19]1[CH:20]=[CH:21][C:16]([NH:15][C:13](=[O:14])[C:12]2[CH:23]=[C:24]([F:27])[CH:25]=[CH:26][C:11]=2[NH:10][C:8](=[O:9])[C:7]2[CH:28]=[CH:29][C:30]([N:32]3[CH2:37][CH2:36][O:35][CH2:34][CH2:33]3)=[CH:31][C:6]=2[O:5][CH2:4][CH2:3][CH2:2][N:41]([CH3:40])[CH3:38])=[N:17][CH:18]=1. The yield is 0.990. (2) The reactants are [Cl:1][C:2]1[N:11]=[CH:10][C:9]2[N:8]([C:12]3[CH:13]=[C:14]([CH:17]=[CH:18][CH:19]=3)[C:15]#[N:16])[C:7](=[O:20])[C@@H:6]([CH2:21]O)[N:5]([CH:23]3[CH2:27][CH2:26][CH2:25][CH2:24]3)[C:4]=2[N:3]=1.C(N(S(F)(F)[F:34])CC)C. The catalyst is C(Cl)Cl. The product is [Cl:1][C:2]1[N:11]=[CH:10][C:9]2[N:8]([C:12]3[CH:13]=[C:14]([CH:17]=[CH:18][CH:19]=3)[C:15]#[N:16])[C:7](=[O:20])[C@@H:6]([CH2:21][F:34])[N:5]([CH:23]3[CH2:27][CH2:26][CH2:25][CH2:24]3)[C:4]=2[N:3]=1. The yield is 0.250. (3) The reactants are Cl[CH2:2][C:3]1[C:4]([S:9][CH:10]2[CH2:13][CH2:12][CH2:11]2)=[N:5][CH:6]=[CH:7][CH:8]=1.C[O:15][C:16]([CH:18]1[CH2:20][CH:19]1[C:21]1[CH:26]=[C:25]([F:27])[C:24]([OH:28])=[C:23]([F:29])[CH:22]=1)=[O:17]. No catalyst specified. The product is [CH:10]1([S:9][C:4]2[C:3]([CH2:2][O:28][C:24]3[C:23]([F:29])=[CH:22][C:21]([CH:19]4[CH2:20][CH:18]4[C:16]([OH:17])=[O:15])=[CH:26][C:25]=3[F:27])=[CH:8][CH:7]=[CH:6][N:5]=2)[CH2:13][CH2:12][CH2:11]1. The yield is 0.880. (4) The reactants are [C:1]([O:5][C:6]([N:8]([CH2:27][C:28]1[CH:33]=[CH:32][C:31]([O:34][CH3:35])=[CH:30][C:29]=1[O:36][CH3:37])[C:9]1[N:14]=[C:13]2[N:15]([CH2:21][CH3:22])[C:16]([C:18]([OH:20])=O)=[CH:17][C:12]2=[C:11]2[N:23]([CH3:26])[CH:24]=[N:25][C:10]=12)=[O:7])([CH3:4])([CH3:3])[CH3:2].Cl.[CH:39]1([NH:42][CH:43]2[CH2:45][CH2:44]2)[CH2:41][CH2:40]1.CN1CCOCC1.CN(C(ON1N=NC2C=CC=NC1=2)=[N+](C)C)C.F[P-](F)(F)(F)(F)F. The catalyst is C(#N)C.CN(C1C=CN=CC=1)C. The product is [CH:39]1([N:42]([CH:43]2[CH2:45][CH2:44]2)[C:18]([C:16]2[N:15]([CH2:21][CH3:22])[C:13]3=[N:14][C:9]([N:8]([CH2:27][C:28]4[CH:33]=[CH:32][C:31]([O:34][CH3:35])=[CH:30][C:29]=4[O:36][CH3:37])[C:6](=[O:7])[O:5][C:1]([CH3:2])([CH3:4])[CH3:3])=[C:10]4[N:25]=[CH:24][N:23]([CH3:26])[C:11]4=[C:12]3[CH:17]=2)=[O:20])[CH2:41][CH2:40]1. The yield is 0.780. (5) The reactants are [CH3:1][O:2][C:3]([NH:5][C:6](=[C:10]1[CH2:15][CH2:14][O:13][CH2:12][CH2:11]1)[C:7]([OH:9])=O)=[O:4].CN(C(ON1N=NC2C=CC=NC1=2)=[N+](C)C)C.F[P-](F)(F)(F)(F)F.Cl.Cl.Cl.[CH3:43][O:44][C:45](=[O:89])[NH:46][CH:47]([C:51]([N:53]1[CH2:57][CH2:56][CH2:55][CH:54]1[C:58]1[NH:59][C:60]([C:63]2[CH:72]=[CH:71][C:70]3[C:65](=[CH:66][CH:67]=[C:68]([C:73]4[CH:78]=[CH:77][C:76]([C:79]5[NH:80][C:81]([CH:84]6[CH2:88][CH2:87][CH2:86][NH:85]6)=[N:82][CH:83]=5)=[CH:75][CH:74]=4)[CH:69]=3)[CH:64]=2)=[CH:61][N:62]=1)=[O:52])[CH:48]([CH3:50])[CH3:49].C(N(C(C)C)CC)(C)C. The catalyst is CN(C)C=O.C(OCC)(=O)C. The product is [CH3:43][O:44][C:45](=[O:89])[NH:46][CH:47]([C:51]([N:53]1[CH2:57][CH2:56][CH2:55][CH:54]1[C:58]1[NH:59][C:60]([C:63]2[CH:72]=[CH:71][C:70]3[C:65](=[CH:66][CH:67]=[C:68]([C:73]4[CH:78]=[CH:77][C:76]([C:79]5[NH:80][C:81]([CH:84]6[CH2:88][CH2:87][CH2:86][N:85]6[C:7](=[O:9])[C:6]([NH:5][C:3]([O:2][CH3:1])=[O:4])=[C:10]6[CH2:15][CH2:14][O:13][CH2:12][CH2:11]6)=[N:82][CH:83]=5)=[CH:75][CH:74]=4)[CH:69]=3)[CH:64]=2)=[CH:61][N:62]=1)=[O:52])[CH:48]([CH3:50])[CH3:49]. The yield is 0.500. (6) The yield is 0.380. The reactants are Cl[C:2]1[N:7]=[C:6]([C:8]2[N:12]3[CH:13]=[CH:14][CH:15]=[CH:16][C:11]3=[N:10][C:9]=2[C:17]2[CH:18]=[CH:19][C:20]([O:34][CH3:35])=[C:21]([CH:33]=2)[C:22]([NH:24][C:25]2[C:30]([F:31])=[CH:29][CH:28]=[CH:27][C:26]=2[F:32])=[O:23])[CH:5]=[CH:4][N:3]=1.[CH2:36]([C:38]1[C:39]([N:47]2[CH2:52][CH2:51][N:50]([CH2:53][CH2:54][S:55]([CH3:58])(=[O:57])=[O:56])[CH2:49][CH2:48]2)=[CH:40][C:41]([O:45][CH3:46])=[C:42]([CH:44]=1)[NH2:43])[CH3:37].Cl.O1CCOCC1.N. The product is [F:32][C:26]1[CH:27]=[CH:28][CH:29]=[C:30]([F:31])[C:25]=1[NH:24][C:22](=[O:23])[C:21]1[CH:33]=[C:17]([C:9]2[N:10]=[C:11]3[CH:16]=[CH:15][CH:14]=[CH:13][N:12]3[C:8]=2[C:6]2[CH:5]=[CH:4][N:3]=[C:2]([NH:43][C:42]3[CH:44]=[C:38]([CH2:36][CH3:37])[C:39]([N:47]4[CH2:52][CH2:51][N:50]([CH2:53][CH2:54][S:55]([CH3:58])(=[O:57])=[O:56])[CH2:49][CH2:48]4)=[CH:40][C:41]=3[O:45][CH3:46])[N:7]=2)[CH:18]=[CH:19][C:20]=1[O:34][CH3:35]. The catalyst is CO.